This data is from Forward reaction prediction with 1.9M reactions from USPTO patents (1976-2016). The task is: Predict the product of the given reaction. (1) The product is: [CH3:40][N:41]1[CH:45]=[C:44]([C:46]2[CH:51]=[C:50]([NH:52][C:53]3[N:62]=[CH:61][C:60]4[C:55](=[CH:56][CH:57]=[C:58]([C:63]#[C:64][Si:65]([CH3:66])([CH3:68])[CH3:67])[CH:59]=4)[N:54]=3)[CH:49]=[C:48]([O:27][CH2:26][CH2:25][N:20]3[CH2:24][CH2:23][CH2:22][CH2:21]3)[CH:47]=2)[CH:43]=[N:42]1. Given the reactants C1(P(C2C=CC=CC=2)C2C=CC=CC=2)C=CC=CC=1.[N:20]1([CH2:25][CH2:26][OH:27])[CH2:24][CH2:23][CH2:22][CH2:21]1.CCOC(/N=N/C(OCC)=O)=O.[CH3:40][N:41]1[CH:45]=[C:44]([C:46]2[CH:47]=[C:48](O)[CH:49]=[C:50]([NH:52][C:53]3[N:62]=[CH:61][C:60]4[C:55](=[CH:56][CH:57]=[C:58]([C:63]#[C:64][Si:65]([CH3:68])([CH3:67])[CH3:66])[CH:59]=4)[N:54]=3)[CH:51]=2)[CH:43]=[N:42]1, predict the reaction product. (2) Given the reactants C[N:2]([C:18]([CH2:20][C:21]1[CH:26]=[CH:25][CH:24]=[CH:23][CH:22]=1)=O)[C@@H:3]1[C@@H:12](N2CCCC2)[CH2:11][C@@:6]2([O:10][CH2:9]CC2)[CH2:5][CH2:4]1.[CH2:27]=[CH:28][CH2:29][N:30]1[C@@H:47]2CC3C=CC(O)=C4O[C@H]5C(CC[C@]2(O)[C@]5(C=34)C[CH2:31]1)=O.C1C2C[C@H]3N(CC4CC4)CC[C@]45[C@H](C6NC7[C@@H]8OC9C(O)=CC=C%10C=9[C@@]98[C@@](O)(CC=7C=6C[C@@]34O)[C@@H](C%10)N(CC3CC3)CC9)OC(C=25)=C(O)C=1.C1C2C[C@H]3N(CC[C@@]45[C@H]3C=C[C@H](O)[C@@H]4OC(C=25)=C(O)C=1)C.C=C1[C@@H]2OC3C4[C@]52CCN(CC2CC2)[C@H](CC=4C=CC=3O)[C@]5(O)CC1.CC[C@@H]([C@H](NC([C@@H](NC([C@@H](NC([C@@H](NC([C@@H](NC(CNC(CNC([C@@H](N)CC1C=CC(O)=CC=1)=O)=O)=O)CC1C=CC=CC=1)=O)CC(C)C)=O)CCCNC(N)=N)=O)CCCNC(N)=N)=O)C(N[C@H](C(N1[C@H](C(N[C@H](C(N[C@H](C(N[C@H](C(N[C@H](C(N[C@H](C(N[C@H](C(N[C@H](C(O)=O)CCC(N)=O)=O)CC(N)=O)=O)CC(O)=O)=O)CC2C3C=CC=CC=3NC=2)=O)CCCCN)=O)CC(C)C)=O)CCCCN)=O)CCC1)=O)CCCNC(N)=N)=O)C.C[C@@H](NC([C@@H](N)CC1C=CC(O)=CC=1)=O)C(NCC(N([C@H](C(NCCO)=O)CC1C=CC=CC=1)C)=O)=O, predict the reaction product. The product is: [CH3:22][CH2:23][C@@H:24]1[C@@H:31]2[N:30]3[CH2:29][CH2:28][C:27]4[C:12]5[CH:11]=[C:6]([O:10][CH3:9])[CH:5]=[CH:4][C:3]=5[NH:2][C:18]=4[C@@H:20]2[CH2:21][C@@H:26]([CH2:47]3)[CH2:25]1. (3) Given the reactants [C:1]1([N:7]2[C:11]3=[N:12][CH:13]=[N:14][C:15]([NH:16]/[N:17]=[CH:18]/[C:19]4[CH:27]=[CH:26][C:22]([C:23](O)=[O:24])=[CH:21][CH:20]=4)=[C:10]3[CH:9]=[N:8]2)[CH:6]=[CH:5][CH:4]=[CH:3][CH:2]=1.[CH3:28][NH:29][CH2:30][CH2:31][C:32]1[CH:37]=[CH:36][CH:35]=[CH:34][N:33]=1.C1(N2C3=NC=NC(N/N=C/C4C=CC(C(NCCCN5CCCC5)=O)=CC=4)=C3C=N2)C=CC=CC=1, predict the reaction product. The product is: [CH3:28][N:29]([CH2:30][CH2:31][C:32]1[CH:37]=[CH:36][CH:35]=[CH:34][N:33]=1)[C:23](=[O:24])[C:22]1[CH:26]=[CH:27][C:19](/[CH:18]=[N:17]/[NH:16][C:15]2[N:14]=[CH:13][N:12]=[C:11]3[N:7]([C:1]4[CH:6]=[CH:5][CH:4]=[CH:3][CH:2]=4)[N:8]=[CH:9][C:10]=23)=[CH:20][CH:21]=1. (4) Given the reactants [Cl:1][C:2]1[CH:8]=[CH:7][C:5]([NH2:6])=[CH:4][C:3]=1[C:9]1[CH:14]=[CH:13][CH:12]=[CH:11][N:10]=1.[Cl:15][C:16]1[CH:24]=[C:23]([N:25]([CH2:30][CH:31]([CH3:33])[CH3:32])[S:26]([CH3:29])(=[O:28])=[O:27])[CH:22]=[CH:21][C:17]=1[C:18](O)=[O:19], predict the reaction product. The product is: [Cl:15][C:16]1[CH:24]=[C:23]([N:25]([CH2:30][CH:31]([CH3:33])[CH3:32])[S:26]([CH3:29])(=[O:28])=[O:27])[CH:22]=[CH:21][C:17]=1[C:18]([NH:6][C:5]1[CH:7]=[CH:8][C:2]([Cl:1])=[C:3]([C:9]2[CH:14]=[CH:13][CH:12]=[CH:11][N:10]=2)[CH:4]=1)=[O:19]. (5) Given the reactants Cl.[NH2:2][C@@H:3]1[CH2:8][CH2:7][C@H:6]([NH:9][C:10]([C:12]2[C:16]3=[N:17][CH:18]=[CH:19][C:20]([C:21]4[CH:26]=[C:25]([F:27])[C:24]([O:28][CH3:29])=[CH:23][C:22]=4[O:30][CH2:31][CH:32]4[CH2:34][CH2:33]4)=[C:15]3[NH:14][C:13]=2[CH3:35])=[O:11])[CH2:5][CH2:4]1.[C:36]([O:39][C@@H:40]([CH3:44])[C:41](Cl)=[O:42])(=O)C, predict the reaction product. The product is: [CH:32]1([CH2:31][O:30][C:22]2[CH:23]=[C:24]([O:28][CH3:29])[C:25]([F:27])=[CH:26][C:21]=2[C:20]2[CH:19]=[CH:18][N:17]=[C:16]3[C:12]([C:10]([NH:9][C@H:6]4[CH2:7][CH2:8][C@@H:3]([NH:2][C:41](=[O:42])[C@@H:40]([O:39][CH3:36])[CH3:44])[CH2:4][CH2:5]4)=[O:11])=[C:13]([CH3:35])[NH:14][C:15]=23)[CH2:33][CH2:34]1. (6) The product is: [C:19]([O:18][C:16]([N:8]1[CH2:7][C@@H:6]([CH3:15])[N:5]2[C:10](=[CH:11][C:12]3[C:4]2=[N:3][C:2]([Cl:1])=[CH:14][CH:13]=3)[CH2:9]1)=[O:17])([CH3:22])([CH3:21])[CH3:20]. Given the reactants [Cl:1][C:2]1[N:3]=[C:4]2[C:12](=[CH:13][CH:14]=1)[CH:11]=[C:10]1[N:5]2[C@H:6]([CH3:15])[CH2:7][NH:8][CH2:9]1.[C:16](O[C:16]([O:18][C:19]([CH3:22])([CH3:21])[CH3:20])=[O:17])([O:18][C:19]([CH3:22])([CH3:21])[CH3:20])=[O:17], predict the reaction product. (7) Given the reactants [F-:1].[K+].[N+]([C:6]1[CH:19]=[C:18]([N+:20]([O-:22])=[O:21])[CH:17]=[CH:16][C:7]=1[C:8]([NH:10][C@H:11]([CH3:15])[C:12]([OH:14])=[O:13])=[O:9])([O-])=O.C1OCCOCCOCCOCCOCCOC1, predict the reaction product. The product is: [F:1][C:6]1[CH:19]=[C:18]([N+:20]([O-:22])=[O:21])[CH:17]=[CH:16][C:7]=1[C:8]([NH:10][C@H:11]([CH3:15])[C:12]([OH:14])=[O:13])=[O:9]. (8) Given the reactants [C:1]1(=[O:7])[O:6][CH2:5][CH2:4][CH2:3][CH2:2]1.[C:8]1([CH3:14])[CH:13]=[CH:12][CH:11]=[CH:10][CH:9]=1.[OH-:15].[K+].C(Br)C1C=CC=CC=1, predict the reaction product. The product is: [CH2:14]([O:15][CH2:5][CH2:4][CH2:3][CH2:2][C:1]([OH:6])=[O:7])[C:8]1[CH:13]=[CH:12][CH:11]=[CH:10][CH:9]=1. (9) Given the reactants [C:1]([O-:4])(O)=[O:2].[Na+].[CH:6]1([C:11]([C:13]2[CH:18]=[C:17]([CH3:19])[CH:16]=[CH:15][C:14]=2[NH:20][C:21]([NH:23][C:24]2[S:25][C:26]([CH:29]=O)=[CH:27][N:28]=2)=[O:22])=[O:12])[CH2:10][CH2:9][CH2:8][CH2:7]1.Cl.[NH2:32][OH:33].[C:34](O)(=O)CC(CC(O)=O)(C(O)=O)O, predict the reaction product. The product is: [CH:6]1([C:11]([C:13]2[CH:18]=[C:17]([CH3:19])[CH:16]=[CH:15][C:14]=2[NH:20][C:21](=[O:22])[NH:23][C:24]2[S:25][C:26]([CH:29]=[N:32][O:33][CH2:34][C:1]([OH:4])=[O:2])=[CH:27][N:28]=2)=[O:12])[CH2:10][CH2:9][CH2:8][CH2:7]1. (10) The product is: [Br:1][C:2]1[CH:7]=[C:6]2[C:5](=[CH:4][CH:3]=1)[O:11][C:17]1([CH2:22][CH2:21][CH2:20][CH2:19][CH2:18]1)[CH2:9][C:8]2=[O:10]. Given the reactants [Br:1][C:2]1[CH:3]=[CH:4][C:5]([OH:11])=[C:6]([C:8](=[O:10])[CH3:9])[CH:7]=1.N1CCCC1.[C:17]1(=O)[CH2:22][CH2:21][CH2:20][CH2:19][CH2:18]1, predict the reaction product.